This data is from Peptide-MHC class I binding affinity with 185,985 pairs from IEDB/IMGT. The task is: Regression. Given a peptide amino acid sequence and an MHC pseudo amino acid sequence, predict their binding affinity value. This is MHC class I binding data. (1) The peptide sequence is GSDKQVVGQ. The MHC is HLA-B40:01 with pseudo-sequence HLA-B40:01. The binding affinity (normalized) is 0.0847. (2) The peptide sequence is EVNAHIHTM. The MHC is HLA-A23:01 with pseudo-sequence HLA-A23:01. The binding affinity (normalized) is 0.0847.